From a dataset of Full USPTO retrosynthesis dataset with 1.9M reactions from patents (1976-2016). Predict the reactants needed to synthesize the given product. (1) Given the product [CH3:1][C:2]1[N:7]=[C:6]([C:8]([OH:10])=[O:9])[CH:5]=[C:4]([C:12]2[CH2:16][CH:15]([C:17]3[CH:22]=[CH:21][CH:20]=[CH:19][CH:18]=3)[O:14][N:13]=2)[N:3]=1, predict the reactants needed to synthesize it. The reactants are: [CH3:1][C:2]1[N:7]=[C:6]([C:8]([O:10]C)=[O:9])[CH:5]=[C:4]([C:12]2[CH2:16][CH:15]([C:17]3[CH:22]=[CH:21][CH:20]=[CH:19][CH:18]=3)[O:14][N:13]=2)[N:3]=1.[OH-].[Li+]. (2) Given the product [CH2:1]([C:4]1[CH:29]=[C:28]([O:30][C:31]2[CH:32]=[CH:33][CH:34]=[CH:35][CH:36]=2)[CH:27]=[CH:26][C:5]=1[O:6][CH2:7][CH2:8][CH2:9][O:10][C:11]1[CH:20]=[C:19]2[C:14]([CH2:15][CH2:16][C:17]([CH2:59][CH2:60][CH3:61])([C:21]([O:23][CH2:24][CH3:25])=[O:22])[O:18]2)=[CH:13][CH:12]=1)[CH2:2][CH3:3], predict the reactants needed to synthesize it. The reactants are: [CH2:1]([C:4]1[CH:29]=[C:28]([O:30][C:31]2[CH:36]=[CH:35][CH:34]=[CH:33][CH:32]=2)[CH:27]=[CH:26][C:5]=1[O:6][CH2:7][CH2:8][CH2:9][O:10][C:11]1[CH:20]=[C:19]2[C:14]([CH2:15][CH2:16][CH:17]([C:21]([O:23][CH2:24][CH3:25])=[O:22])[O:18]2)=[CH:13][CH:12]=1)[CH2:2][CH3:3].CN(C)P(N(C)C)(N(C)C)=O.C[Si]([N-][Si](C)(C)C)(C)C.[Na+].I[CH2:59][CH2:60][CH3:61]. (3) Given the product [CH3:1][O:2][CH2:3][C:4]1[C:8]([NH2:9])=[CH:7][N:6]([CH3:12])[N:5]=1, predict the reactants needed to synthesize it. The reactants are: [CH3:1][O:2][CH2:3][C:4]1[C:8]([N+:9]([O-])=O)=[CH:7][N:6]([CH3:12])[N:5]=1.CCOC(C)=O. (4) Given the product [CH2:8]([C:5]1[O:6][CH:7]=[C:3]([CH2:2][P:10](=[O:17])([O:14][CH2:15][CH3:16])[O:11][CH2:12][CH3:13])[N:4]=1)[CH3:9], predict the reactants needed to synthesize it. The reactants are: Cl[CH2:2][C:3]1[N:4]=[C:5]([CH2:8][CH3:9])[O:6][CH:7]=1.[P:10]([O:17]CC)([O:14][CH2:15][CH3:16])[O:11][CH2:12][CH3:13].C(OCC)(=O)C. (5) Given the product [C:23]([O:27][C:28]([N:30]1[CH2:33][CH:32]([NH:34][C:2]2[C:11]3[C:6](=[CH:7][CH:8]=[CH:9][CH:10]=3)[N:5]([CH2:12][C:13]3[CH:18]=[CH:17][C:16]([F:19])=[CH:15][CH:14]=3)[C:4](=[O:20])[C:3]=2[C:21]#[N:22])[CH2:31]1)=[O:29])([CH3:26])([CH3:24])[CH3:25], predict the reactants needed to synthesize it. The reactants are: Cl[C:2]1[C:11]2[C:6](=[CH:7][CH:8]=[CH:9][CH:10]=2)[N:5]([CH2:12][C:13]2[CH:18]=[CH:17][C:16]([F:19])=[CH:15][CH:14]=2)[C:4](=[O:20])[C:3]=1[C:21]#[N:22].[C:23]([O:27][C:28]([N:30]1[CH2:33][CH:32]([NH2:34])[CH2:31]1)=[O:29])([CH3:26])([CH3:25])[CH3:24].[H-].[Na+].